This data is from Forward reaction prediction with 1.9M reactions from USPTO patents (1976-2016). The task is: Predict the product of the given reaction. (1) The product is: [ClH:27].[Br:20][C:17]1[CH:18]=[C:19]2[C:14](=[C:15]([C:21]([NH2:23])=[O:22])[CH:16]=1)[NH:13][CH:12]=[C:11]2[CH:9]1[CH2:10][CH2:5][NH:6][CH2:7][CH2:8]1. Given the reactants CC([CH:5]1[CH2:10][CH:9]([C:11]2[C:19]3[C:14](=[C:15]([C:21]([NH2:23])=[O:22])[CH:16]=[C:17]([Br:20])[CH:18]=3)[NH:13][CH:12]=2)[CH2:8][CH2:7][N:6]1C([O-])=O)(C)C.[ClH:27].C(OCC)C, predict the reaction product. (2) Given the reactants [O:1]=[C:2]1[CH:7]=[C:6](CN2CCCC2)[O:5][CH:4]=[C:3]1[O:14][CH2:15][C:16]([O:18][C:19]([CH3:22])([CH3:21])[CH3:20])=[O:17].[CH3:23][O:24][C:25]([CH:27]=P(C1C=CC=CC=1)(C1C=CC=CC=1)C1C=CC=CC=1)=[O:26].[C:47]1(C)C=CC=CC=1, predict the reaction product. The product is: [CH3:23][O:24][C:25](/[CH:27]=[CH:47]/[C:4]1[O:5][CH:6]=[CH:7][C:2](=[O:1])[C:3]=1[O:14][CH2:15][C:16]([O:18][C:19]([CH3:20])([CH3:21])[CH3:22])=[O:17])=[O:26]. (3) The product is: [N:11]1([C:8]2[S:7][C:6]([C:4]([OH:5])=[O:3])=[CH:10][CH:9]=2)[CH2:12][CH2:13][CH2:14][CH2:15][CH2:16]1. Given the reactants C([O:3][C:4]([C:6]1[S:7][C:8]([N:11]2[CH2:16][CH2:15][CH2:14][CH2:13][CH2:12]2)=[CH:9][CH:10]=1)=[O:5])C.[OH-].[Li+], predict the reaction product.